From a dataset of Reaction yield outcomes from USPTO patents with 853,638 reactions. Predict the reaction yield, written as a fraction of the theoretical maximum amount of product (1.0 means a 100% yield; for example, 0.34 means a 34% yield). The reactants are [NH2:1][C:2]1[C:7]2=[C:8]([C:14]3[CH:19]=[CH:18][C:17]([NH:20][C:21]([NH:23][C:24]4[CH:29]=[C:28]([C:30]([F:33])([F:32])[F:31])[CH:27]=[CH:26][C:25]=4[F:34])=[O:22])=[C:16]([F:35])[CH:15]=3)[CH:9]=[C:10]([CH2:11][CH2:12]Br)[N:6]2[N:5]=[CH:4][N:3]=1.[NH:36]1[CH2:41][CH2:40][O:39][CH2:38][CH2:37]1.C(N(CC)CC)C.[I-].[Na+]. The catalyst is CN(C=O)C.CCOC(C)=O. The product is [NH2:1][C:2]1[C:7]2=[C:8]([C:14]3[CH:19]=[CH:18][C:17]([NH:20][C:21]([NH:23][C:24]4[CH:29]=[C:28]([C:30]([F:33])([F:32])[F:31])[CH:27]=[CH:26][C:25]=4[F:34])=[O:22])=[C:16]([F:35])[CH:15]=3)[CH:9]=[C:10]([CH2:11][CH2:12][N:36]3[CH2:41][CH2:40][O:39][CH2:38][CH2:37]3)[N:6]2[N:5]=[CH:4][N:3]=1. The yield is 0.470.